The task is: Predict the product of the given reaction.. This data is from Forward reaction prediction with 1.9M reactions from USPTO patents (1976-2016). (1) Given the reactants [Cl:1][C:2]1[CH:14]=[CH:13][C:12]([CH3:15])=[CH:11][C:3]=1[O:4][CH2:5][CH2:6][C:7]([O:9]C)=O.FC(F)(F)S(O)(=O)=O, predict the reaction product. The product is: [Cl:1][C:2]1[CH:14]=[CH:13][C:12]([CH3:15])=[C:11]2[C:3]=1[O:4][CH2:5][CH2:6][C:7]2=[O:9]. (2) Given the reactants O1C=CC=C1[C:6]([N:8]1[C:17]2[C:12](=[CH:13][CH:14]=[C:15]([C:18]3[CH:23]=CC(S(C)(=O)=O)=C[CH:19]=3)[CH:16]=2)[NH:11][C@@H:10]([CH3:28])[CH2:9]1)=[O:7].O1C=C[CH:31]=[C:30]1C(Cl)=O.CC1(C)C(C)(C)OB([N:45]2[CH:49]=[CH:48][CH:47]=[N:46]2)O1.CS(C1C=CC(B(O)O)=CC=1)(=O)=[O:53], predict the reaction product. The product is: [CH:49]1([N:45]2[CH:19]=[C:18]([C:15]3[CH:16]=[C:17]4[C:12]([NH:11][C@@H:10]([CH3:28])[CH2:9][N:8]4[C:6]([O:7][CH2:30][CH3:31])=[O:53])=[CH:13][CH:14]=3)[CH:23]=[N:46]2)[CH2:48][CH2:47]1. (3) Given the reactants [C:1]1([C:19]2[CH:24]=[CH:23][CH:22]=[CH:21][CH:20]=2)[C:2]([C:7]([NH:9][C:10]2[CH:11]=[C:12]([CH:16]=[CH:17][CH:18]=2)[C:13](O)=[O:14])=[O:8])=[CH:3][CH:4]=[CH:5][CH:6]=1.[CH:25]1[C:34]2[C:29](=[CH:30][CH:31]=[CH:32][CH:33]=2)[CH:28]=[CH:27][C:26]=1[CH:35]([NH2:37])[CH3:36].CN(C(ON1N=NC2C=CC=CC1=2)=[N+](C)C)C.[B-](F)(F)(F)F.C(N(C(C)C)C(C)C)C, predict the reaction product. The product is: [CH:25]1[C:34]2[C:29](=[CH:30][CH:31]=[CH:32][CH:33]=2)[CH:28]=[CH:27][C:26]=1[CH:35]([NH:37][C:13](=[O:14])[C:12]1[CH:16]=[CH:17][CH:18]=[C:10]([NH:9][C:7]([C:2]2[C:1]([C:19]3[CH:24]=[CH:23][CH:22]=[CH:21][CH:20]=3)=[CH:6][CH:5]=[CH:4][CH:3]=2)=[O:8])[CH:11]=1)[CH3:36]. (4) Given the reactants [I-].[CH3:2][P+](C1C=CC=CC=1)(C1C=CC=CC=1)C1C=CC=CC=1.CC(C)([O-])C.[K+].O=[C:29]1[CH2:34][CH2:33][CH2:32][N:31]([C:35]([O:37][C:38]([CH3:41])([CH3:40])[CH3:39])=[O:36])[CH2:30]1, predict the reaction product. The product is: [CH2:2]=[C:29]1[CH2:34][CH2:33][CH2:32][N:31]([C:35]([O:37][C:38]([CH3:41])([CH3:40])[CH3:39])=[O:36])[CH2:30]1. (5) Given the reactants [CH3:1][O:2][C:3]1[CH:21]=[CH:20][C:6]([CH2:7][N:8]2[C:16]3[C:11](=[CH:12][CH:13]=[CH:14][CH:15]=3)[C:10]([C:17]([OH:19])=O)=[N:9]2)=[CH:5][CH:4]=1.C(Cl)(=O)C(Cl)=O.[NH2:28][C:29]1[C:34]([Cl:35])=[CH:33][C:32]([CH2:36][C:37]([O:39][CH2:40][CH3:41])=[O:38])=[C:31]([F:42])[CH:30]=1.C(N(CC)CC)C, predict the reaction product. The product is: [Cl:35][C:34]1[C:29]([NH:28][C:17]([C:10]2[C:11]3[C:16](=[CH:15][CH:14]=[CH:13][CH:12]=3)[N:8]([CH2:7][C:6]3[CH:5]=[CH:4][C:3]([O:2][CH3:1])=[CH:21][CH:20]=3)[N:9]=2)=[O:19])=[CH:30][C:31]([F:42])=[C:32]([CH2:36][C:37]([O:39][CH2:40][CH3:41])=[O:38])[CH:33]=1. (6) Given the reactants C([O-])([O-])=O.[Na+].[Na+].[Cl:7][C:8]1[N:13]=[C:12](Cl)[C:11]([Cl:15])=[CH:10][N:9]=1.CC1(C)C(C)(C)OB([C:24]2[CH:29]=[CH:28][C:27]([C:30]([NH:33][C:34](=[O:40])[O:35][C:36]([CH3:39])([CH3:38])[CH3:37])([CH3:32])[CH3:31])=[CH:26][CH:25]=2)O1, predict the reaction product. The product is: [C:36]([O:35][C:34]([NH:33][C:30]([C:27]1[CH:26]=[CH:25][C:24]([C:12]2[C:11]([Cl:15])=[CH:10][N:9]=[C:8]([Cl:7])[N:13]=2)=[CH:29][CH:28]=1)([CH3:32])[CH3:31])=[O:40])([CH3:37])([CH3:38])[CH3:39].